This data is from Full USPTO retrosynthesis dataset with 1.9M reactions from patents (1976-2016). The task is: Predict the reactants needed to synthesize the given product. Given the product [NH2:29][C:30]1[O:28][N:27]=[C:2]([C:3]([NH:9][C:10]([C:12]2[CH:17]=[C:16]([O:18][CH2:19][C:20]([F:22])([F:23])[F:21])[C:15]([CH:24]3[CH2:25][CH2:26]3)=[CH:14][N:13]=2)=[O:11])([CH3:4])[CH2:5][CH:6]2[CH2:8][CH2:7]2)[N:1]=1, predict the reactants needed to synthesize it. The reactants are: [NH2:1]/[C:2](=[N:27]\[OH:28])/[C:3]([NH:9][C:10]([C:12]1[CH:17]=[C:16]([O:18][CH2:19][C:20]([F:23])([F:22])[F:21])[C:15]([CH:24]2[CH2:26][CH2:25]2)=[CH:14][N:13]=1)=[O:11])([CH2:5][CH:6]1[CH2:8][CH2:7]1)[CH3:4].[N:29]1(C#N)CCCC[CH2:30]1.